This data is from Full USPTO retrosynthesis dataset with 1.9M reactions from patents (1976-2016). The task is: Predict the reactants needed to synthesize the given product. (1) Given the product [NH2:1][C:2]1[C:3]([C:7]([NH:13][C:12]2[CH:14]=[C:15]([Cl:18])[CH:16]=[CH:17][C:11]=2[Cl:10])=[O:9])=[N:4][O:5][N:6]=1, predict the reactants needed to synthesize it. The reactants are: [NH2:1][C:2]1[C:3]([C:7]([OH:9])=O)=[N:4][O:5][N:6]=1.[Cl:10][C:11]1[CH:17]=[CH:16][C:15]([Cl:18])=[CH:14][C:12]=1[NH2:13]. (2) The reactants are: [CH2:1]([S:3]([C:6]1[CH:7]=[C:8]([C:12]2[CH:20]=[C:19]([C:21]([NH:23][CH:24]3[CH2:29][CH2:28][N:27]([CH3:30])[CH2:26][CH2:25]3)=[O:22])[C:18]([CH3:31])=[C:17]3[C:13]=2[C:14]2[CH:35]=[C:34]([CH3:36])[CH:33]=[N:32][C:15]=2[NH:16]3)[CH:9]=[CH:10][CH:11]=1)(=[O:5])=[O:4])[CH3:2].[C:37]([OH:45])(=[O:44])[C:38]1[CH:43]=[CH:42][CH:41]=[CH:40][CH:39]=1. Given the product [CH2:1]([S:3]([C:6]1[CH:7]=[C:8]([C:12]2[CH:20]=[C:19]([C:21]([NH:23][CH:24]3[CH2:25][CH2:26][N:27]([CH3:30])[CH2:28][CH2:29]3)=[O:22])[C:18]([CH3:31])=[C:17]3[C:13]=2[C:14]2[CH:35]=[C:34]([CH3:36])[CH:33]=[N:32][C:15]=2[NH:16]3)[CH:9]=[CH:10][CH:11]=1)(=[O:4])=[O:5])[CH3:2].[C:37]([OH:45])(=[O:44])[C:38]1[CH:43]=[CH:42][CH:41]=[CH:40][CH:39]=1.[CH2:1]([S:3]([C:6]1[CH:7]=[C:8]([C:12]2[CH:20]=[C:19]([C:21]([NH:23][CH:24]3[CH2:25][CH2:26][N:27]([CH3:30])[CH2:28][CH2:29]3)=[O:22])[C:18]([CH3:31])=[C:17]3[C:13]=2[C:14]2[CH:35]=[C:34]([CH3:36])[CH:33]=[N:32][C:15]=2[NH:16]3)[CH:9]=[CH:10][CH:11]=1)(=[O:4])=[O:5])[CH3:2], predict the reactants needed to synthesize it. (3) Given the product [CH2:1]([N:3]1[C:11]2[C:6](=[N:7][CH:8]=[C:9]([F:12])[CH:10]=2)[N:5]([C:13]2[CH:18]=[CH:17][C:16]([O:19][C:24]3[N:28]([CH3:29])[C:27]4[CH:30]=[CH:31][CH:32]=[CH:33][C:26]=4[N:25]=3)=[CH:15][CH:14]=2)[C:4]1=[O:20])[CH3:2], predict the reactants needed to synthesize it. The reactants are: [CH2:1]([N:3]1[C:11]2[C:6](=[N:7][CH:8]=[C:9]([F:12])[CH:10]=2)[N:5]([C:13]2[CH:18]=[CH:17][C:16]([OH:19])=[CH:15][CH:14]=2)[C:4]1=[O:20])[CH3:2].[H-].[Na+].Cl[C:24]1[N:28]([CH3:29])[C:27]2[CH:30]=[CH:31][CH:32]=[CH:33][C:26]=2[N:25]=1.O. (4) Given the product [NH2:1][C:2]1[N:3]=[C:4]([NH:22][CH2:21][C:20]2[CH:23]=[CH:24][CH:25]=[CH:26][C:19]=2[Cl:18])[C:5]([C:13]#[N:14])=[C:6]([C:8]2[O:9][CH:10]=[CH:11][CH:12]=2)[N:7]=1, predict the reactants needed to synthesize it. The reactants are: [NH2:1][C:2]1[N:7]=[C:6]([C:8]2[O:9][CH:10]=[CH:11][CH:12]=2)[C:5]([C:13]#[N:14])=[C:4](S(C)=O)[N:3]=1.[Cl:18][C:19]1[CH:26]=[CH:25][CH:24]=[CH:23][C:20]=1[CH2:21][NH2:22]. (5) Given the product [F:12][C:11]1[CH:10]=[C:9]2[C:5](=[CH:4][C:3]=1[CH2:2][NH:1][C:30]1[C:31]3[C:32](=[N:36][N:37]([CH2:39][C:40]4[CH:41]=[CH:42][C:43]([CH2:46][N:47]5[CH:52]=[CH:51][CH:50]=[CH:49][C:48]5=[O:53])=[CH:44][CH:45]=4)[CH:38]=3)[N:33]=[CH:34][N:35]=1)[CH2:6][N:7]([C:13]([O:15][C:16]([CH3:19])([CH3:18])[CH3:17])=[O:14])[CH2:8]2, predict the reactants needed to synthesize it. The reactants are: [NH2:1][CH2:2][C:3]1[CH:4]=[C:5]2[C:9](=[CH:10][C:11]=1[F:12])[CH2:8][N:7]([C:13]([O:15][C:16]([CH3:19])([CH3:18])[CH3:17])=[O:14])[CH2:6]2.CCN(C(C)C)C(C)C.Cl[C:30]1[C:31]2[C:32](=[N:36][N:37]([CH2:39][C:40]3[CH:45]=[CH:44][C:43]([CH2:46][N:47]4[CH:52]=[CH:51][CH:50]=[CH:49][C:48]4=[O:53])=[CH:42][CH:41]=3)[CH:38]=2)[N:33]=[CH:34][N:35]=1.